This data is from Forward reaction prediction with 1.9M reactions from USPTO patents (1976-2016). The task is: Predict the product of the given reaction. (1) The product is: [NH2:1][C:2]1[C:10]([NH2:11])=[CH:9][C:8]([F:14])=[CH:7][C:3]=1[C:4]([NH2:6])=[O:5]. Given the reactants [NH2:1][C:2]1[C:10]([N+:11]([O-])=O)=[CH:9][C:8]([F:14])=[CH:7][C:3]=1[C:4]([NH2:6])=[O:5], predict the reaction product. (2) Given the reactants Cl.C([N:5]1[C:13]2[C:8](=[CH:9][C:10]([O:17][CH3:18])=[C:11]([N+:14]([O-:16])=[O:15])[CH:12]=2)[CH2:7][CH2:6]1)(=O)C, predict the reaction product. The product is: [CH3:18][O:17][C:10]1[CH:9]=[C:8]2[C:13](=[CH:12][C:11]=1[N+:14]([O-:16])=[O:15])[NH:5][CH2:6][CH2:7]2. (3) Given the reactants [CH:1]([NH:4][C:5](=[O:16])[NH:6][C:7]1C=C(C=CN=1)C(O)=O)([CH3:3])[CH3:2].N[C:18]1[CH:19]=[C:20]([CH:26]=[CH:27]N=1)[C:21]([O:23]CC)=[O:22].NC1C=CC(C(OC)=O)=CC=1, predict the reaction product. The product is: [CH:1]([NH:4][C:5](=[O:16])[NH:6][C:7]1[CH:18]=[CH:19][C:20]([C:21]([OH:23])=[O:22])=[CH:26][CH:27]=1)([CH3:3])[CH3:2]. (4) The product is: [CH3:1][C:2]1([CH3:9])[CH2:7][CH2:6][C:5](=[N:10][OH:11])[CH2:4][CH2:3]1. Given the reactants [CH3:1][C:2]1([CH3:9])[CH2:7][CH2:6][C:5](=O)[CH2:4][CH2:3]1.[NH2:10][OH:11].O, predict the reaction product. (5) The product is: [F:17][C:18]1[N:19]=[C:20]([C:24]2[N:28]([CH2:2][C:3]3[C:8]([O:9][CH3:10])=[N:7][C:6]([C:11]4[CH:16]=[CH:15][CH:14]=[CH:13][CH:12]=4)=[CH:5][N:4]=3)[CH:27]=[CH:26][N:25]=2)[CH:21]=[CH:22][CH:23]=1. Given the reactants Cl[CH2:2][C:3]1[C:8]([O:9][CH3:10])=[N:7][C:6]([C:11]2[CH:16]=[CH:15][CH:14]=[CH:13][CH:12]=2)=[CH:5][N:4]=1.[F:17][C:18]1[CH:23]=[CH:22][CH:21]=[C:20]([C:24]2[NH:25][CH:26]=[CH:27][N:28]=2)[N:19]=1.C([O-])([O-])=O.[K+].[K+], predict the reaction product. (6) Given the reactants O=C1C2C(=CC=CC=2)C(=O)[N:3]1[O:12][CH:13]([C:25]1[CH:30]=[CH:29][CH:28]=[CH:27][CH:26]=1)[CH2:14][CH2:15][N:16](C)[C:17](=O)OC(C)(C)C.C(O)C.O.NN.[ClH:37], predict the reaction product. The product is: [Cl-:37].[NH3+:3][O:12][CH:13]([C:25]1[CH:30]=[CH:29][CH:28]=[CH:27][CH:26]=1)[CH2:14][CH2:15][NH2+:16][CH3:17].[Cl-:37]. (7) The product is: [NH2:15][C:13](=[O:14])[C@H:12]([NH:11][C:6]1[N:5]=[C:4]([NH:19][C:20]2[CH:25]=[CH:24][CH:23]=[C:22]([N:26]3[N:30]=[CH:29][CH:28]=[N:27]3)[CH:21]=2)[C:3]([C:1]([NH2:2])=[O:32])=[CH:8][N:7]=1)[CH:16]([CH3:18])[CH3:17]. Given the reactants [C:1]([C:3]1[C:4]([NH:19][C:20]2[CH:25]=[CH:24][CH:23]=[C:22]([N:26]3[N:30]=[CH:29][CH:28]=[N:27]3)[CH:21]=2)=[N:5][C:6]([NH:11][C@H:12]([CH:16]([CH3:18])[CH3:17])[C:13]([NH2:15])=[O:14])=[N:7][C:8]=1OC)#[N:2].C([O-])([O-])=[O:32].[K+].[K+].OO, predict the reaction product. (8) Given the reactants C([NH:8][CH:9]1[CH2:23][CH:12]2[CH2:13][N:14]([C:16]([O:18][C:19]([CH3:22])([CH3:21])[CH3:20])=[O:17])[CH2:15][CH:11]2[CH:10]1[CH3:24])C1C=CC=CC=1.[H][H], predict the reaction product. The product is: [NH2:8][CH:9]1[CH2:23][CH:12]2[CH2:13][N:14]([C:16]([O:18][C:19]([CH3:21])([CH3:20])[CH3:22])=[O:17])[CH2:15][CH:11]2[CH:10]1[CH3:24]. (9) Given the reactants [CH3:1][O:2][C:3](=[O:25])[C:4](O)([C:20]([F:23])([F:22])[F:21])[C:5]1[C:9](=[O:10])[N:8]([C:11]2[CH:16]=[CH:15][CH:14]=[CH:13][CH:12]=2)[NH:7][C:6]=1[CH:17]1[CH2:19][CH2:18]1.S(Cl)(Cl)=O, predict the reaction product. The product is: [CH3:1][O:2][C:3](=[O:25])[C:4](=[C:5]1[C:9](=[O:10])[N:8]([C:11]2[CH:16]=[CH:15][CH:14]=[CH:13][CH:12]=2)[N:7]=[C:6]1[CH:17]1[CH2:18][CH2:19]1)[C:20]([F:22])([F:23])[F:21]. (10) Given the reactants [CH3:1][O:2][C:3]1[CH:22]=[CH:21][C:6]([CH2:7][C@@H:8]2[C:12]3=[N:13][C:14]4[CH:19]=[CH:18][CH:17]=[CH:16][C:15]=4[N:11]3[C:10](=[O:20])[NH:9]2)=[CH:5][CH:4]=1.[CH:23]12[CH2:29][CH:26]([NH:27][CH2:28]1)[CH2:25][N:24]2[C:30]([O:32][C:33]([CH3:36])([CH3:35])[CH3:34])=[O:31].C(O)(C(F)(F)F)=O, predict the reaction product. The product is: [NH:13]1[C:14]2[CH:19]=[CH:18][CH:17]=[CH:16][C:15]=2[N:11]=[C:12]1[C@H:8]([NH:9][C:10]([N:27]1[CH2:28][CH:23]2[CH2:29][CH:26]1[CH2:25][N:24]2[C:30]([O:32][C:33]([CH3:36])([CH3:35])[CH3:34])=[O:31])=[O:20])[CH2:7][C:6]1[CH:5]=[CH:4][C:3]([O:2][CH3:1])=[CH:22][CH:21]=1.